The task is: Predict the product of the given reaction.. This data is from Forward reaction prediction with 1.9M reactions from USPTO patents (1976-2016). (1) Given the reactants [CH2:1]([O:3][C:4]([C:6]1[O:10][C:9]([C:11]2[CH:16]=[CH:15][C:14]([O:17][CH3:18])=[CH:13][CH:12]=2)=[N:8][C:7]=1[CH2:19]Br)=[O:5])[CH3:2].CN(C)C=[O:24], predict the reaction product. The product is: [CH2:1]([O:3][C:4]([C:6]1[O:10][C:9]([C:11]2[CH:16]=[CH:15][C:14]([O:17][CH3:18])=[CH:13][CH:12]=2)=[N:8][C:7]=1[CH2:19][OH:24])=[O:5])[CH3:2]. (2) Given the reactants Br[C:2]1[CH:15]=[CH:14][C:13]2[O:12][C:11]3[C:6](=[CH:7][C:8]([O:16][C:17]4[CH:22]=[CH:21][CH:20]=[CH:19][N:18]=4)=[CH:9][CH:10]=3)[C@@:5]3([CH2:26][O:25][C:24]([NH2:27])=[N:23]3)[C:4]=2[CH:3]=1.[CH3:28][C:29]([CH3:33])([CH3:32])[C:30]#[CH:31].CN(C=O)C.C(NC(C)C)(C)C, predict the reaction product. The product is: [CH3:28][C:29]([CH3:33])([CH3:32])[C:30]#[C:31][C:2]1[CH:15]=[CH:14][C:13]2[O:12][C:11]3[C:6](=[CH:7][C:8]([O:16][C:17]4[CH:22]=[CH:21][CH:20]=[CH:19][N:18]=4)=[CH:9][CH:10]=3)[C@@:5]3([CH2:26][O:25][C:24]([NH2:27])=[N:23]3)[C:4]=2[CH:3]=1.